Dataset: Cav3 T-type calcium channel HTS with 100,875 compounds. Task: Binary Classification. Given a drug SMILES string, predict its activity (active/inactive) in a high-throughput screening assay against a specified biological target. (1) The molecule is S(c1nc(c(c(c1C#N)C)C)C)c1n(nnn1)c1ccccc1. The result is 0 (inactive). (2) The compound is S(c1n(c2ccc(F)cc2)c(=O)cc([O-])n1)Cc1ccccc1. The result is 0 (inactive). (3) The molecule is Brc1ccc(C(=O)Nc2cc(O)ccc2)cc1. The result is 0 (inactive).